Dataset: CYP3A4 inhibition data for predicting drug metabolism from PubChem BioAssay. Task: Regression/Classification. Given a drug SMILES string, predict its absorption, distribution, metabolism, or excretion properties. Task type varies by dataset: regression for continuous measurements (e.g., permeability, clearance, half-life) or binary classification for categorical outcomes (e.g., BBB penetration, CYP inhibition). Dataset: cyp3a4_veith. (1) The molecule is COc1ccc(-c2cc(-c3cc(F)ccc3O)[nH]n2)cc1OC. The result is 1 (inhibitor). (2) The drug is CCC(COC(=O)NC)NC(=O)Oc1ccccc1. The result is 0 (non-inhibitor). (3) The molecule is C[C@@H]1O[C@@H](n2cc(F)c(=O)[nH]c2=O)[C@H](O)[C@@H]1O. The result is 0 (non-inhibitor). (4) The compound is Cc1nnc(S(=O)(=O)c2ccc(N=Nc3c(N)nc(N)nc3N)cc2)s1. The result is 0 (non-inhibitor). (5) The molecule is CCOC(=O)N/N=C1/C[C@@H](O)[C@@H](O)[C@H]2[C@@H]1CC[C@@H]1C(=O)N(C[C@@H]3CCCO3)C(=O)[C@H]12. The result is 0 (non-inhibitor). (6) The drug is COc1cccc(-c2[nH]nc3c2C(c2ccc(C)o2)C(C#N)=C(N)O3)c1. The result is 0 (non-inhibitor). (7) The compound is CC1=C(/C=C\C(C)=C\C=C/C(C)=C/C(=O)O)C(C)(C)CCC1. The result is 0 (non-inhibitor).